From a dataset of CYP3A4 inhibition data for predicting drug metabolism from PubChem BioAssay. Regression/Classification. Given a drug SMILES string, predict its absorption, distribution, metabolism, or excretion properties. Task type varies by dataset: regression for continuous measurements (e.g., permeability, clearance, half-life) or binary classification for categorical outcomes (e.g., BBB penetration, CYP inhibition). Dataset: cyp3a4_veith. (1) The compound is COC(=O)[C@H]1[C@H](c2ccccc2)[C@@]2(c3ccccc3)Oc3ccccc3[C@@]2(O)[C@@H]1O. The result is 0 (non-inhibitor). (2) The molecule is NCCc1c[nH]c2ccc(O)cc12. The result is 0 (non-inhibitor). (3) The molecule is NC(=O)c1ccc(-c2nc(-c3ccc4c(c3)OCO4)c(-c3ccccn3)[nH]2)cc1. The result is 1 (inhibitor). (4) The result is 0 (non-inhibitor). The compound is CCOC(=O)c1sc2c(c1C)c(=O)c(C(=O)OCC)cn2CC. (5) The molecule is N#Cc1cc2[nH]c(=O)c(=O)[nH]c2cc1[N+](=O)[O-]. The result is 0 (non-inhibitor).